From a dataset of Full USPTO retrosynthesis dataset with 1.9M reactions from patents (1976-2016). Predict the reactants needed to synthesize the given product. (1) Given the product [C:7]([NH:1][CH:2]([CH3:3])[C:4]([OH:6])=[O:5])(=[O:11])[CH2:8][CH2:9][CH3:10], predict the reactants needed to synthesize it. The reactants are: [NH2:1][CH:2]([C:4]([OH:6])=[O:5])[CH3:3].[C:7](Cl)(=[O:11])[CH2:8][CH2:9][CH3:10].C(OCCCC)(=O)C.Cl. (2) Given the product [CH2:3]([O:5][C:6](=[O:30])[CH2:7][C:8]1[CH:13]=[CH:12][C:11]([O:14][CH3:15])=[C:10]([C:16]2[C:17]([CH2:26][N:27]([C:34]([CH:31]3[CH2:33][CH2:32]3)=[O:35])[CH2:28][CH3:29])=[N:18][C:19]3[C:24]([CH:25]=2)=[CH:23][CH:22]=[CH:21][CH:20]=3)[CH:9]=1)[CH3:4], predict the reactants needed to synthesize it. The reactants are: Cl.Cl.[CH2:3]([O:5][C:6](=[O:30])[CH2:7][C:8]1[CH:13]=[CH:12][C:11]([O:14][CH3:15])=[C:10]([C:16]2[C:17]([CH2:26][NH:27][CH2:28][CH3:29])=[N:18][C:19]3[C:24]([CH:25]=2)=[CH:23][CH:22]=[CH:21][CH:20]=3)[CH:9]=1)[CH3:4].[CH:31]1([C:34](Cl)=[O:35])[CH2:33][CH2:32]1. (3) Given the product [Cl:10][C:11]1[CH:16]=[C:15]([OH:17])[CH:14]=[CH:13][C:12]=1[C:18]1[CH:23]=[CH:22][C:21]([CH2:24][C:25]([O:27][CH2:3][CH:2]=[CH2:1])=[O:26])=[CH:20][CH:19]=1, predict the reactants needed to synthesize it. The reactants are: [CH2:1](O)[CH:2]=[CH2:3].S(=O)(=O)(O)O.[Cl:10][C:11]1[CH:16]=[C:15]([OH:17])[CH:14]=[CH:13][C:12]=1[C:18]1[CH:23]=[CH:22][C:21]([CH2:24][C:25]([OH:27])=[O:26])=[CH:20][CH:19]=1.O.